The task is: Predict the reactants needed to synthesize the given product.. This data is from Full USPTO retrosynthesis dataset with 1.9M reactions from patents (1976-2016). (1) Given the product [F:1][C:2]1[CH:7]=[C:6]([NH2:8])[CH:5]=[CH:4][C:3]=1[CH2:11][N:38]1[CH2:43][CH2:42][O:41][CH2:40][CH2:39]1, predict the reactants needed to synthesize it. The reactants are: [F:1][C:2]1[CH:7]=[C:6]([N+:8]([O-])=O)[CH:5]=[CH:4][C:3]=1[CH3:11].BrN1C(=O)CCC1=O.C(OOC(=O)C1C=CC=CC=1)(=O)C1C=CC=CC=1.[NH:38]1[CH2:43][CH2:42][O:41][CH2:40][CH2:39]1. (2) The reactants are: [F:1][C:2]1[CH:7]=[CH:6][C:5]([F:8])=[CH:4][C:3]=1[S:9]([N:12]([C:16]1[CH:21]=[CH:20][CH:19]=[C:18]([C:22]2[C:26]([C:27]3[CH:32]=[CH:31][N:30]=[CH:29][CH:28]=3)=[CH:25][N:24](C3CCCCO3)[N:23]=2)[C:17]=1[F:39])COC)(=[O:11])=[O:10].[OH2:40].[C:41]1(C)[CH:46]=[CH:45]C(S(O)(=O)=O)=[CH:43][CH:42]=1. Given the product [F:1][C:2]1[CH:7]=[CH:6][C:5]([F:8])=[CH:4][C:3]=1[S:9]([NH:12][C:16]1[CH:21]=[CH:20][CH:19]=[C:18]([C:22]2[C:26]([C:27]3[CH:32]=[CH:31][N:30]=[CH:29][CH:28]=3)=[CH:25][N:24]([CH:41]3[CH2:46][CH2:45][O:40][CH2:43][CH2:42]3)[N:23]=2)[C:17]=1[F:39])(=[O:10])=[O:11], predict the reactants needed to synthesize it. (3) Given the product [CH3:24][N:19]1[CH2:20][CH2:21][CH2:22][CH2:23][CH:18]1[CH2:17][CH2:16][N:12]1[CH:13]=[C:9]([B:4]2[O:5][C:6]([CH3:7])([CH3:8])[C:2]([CH3:14])([CH3:1])[O:3]2)[CH:10]=[N:11]1, predict the reactants needed to synthesize it. The reactants are: [CH3:1][C:2]1([CH3:14])[C:6]([CH3:8])([CH3:7])[O:5][B:4]([C:9]2[CH:10]=[N:11][NH:12][CH:13]=2)[O:3]1.Br[CH2:16][CH2:17][CH:18]1[CH2:23][CH2:22][CH2:21][CH2:20][N:19]1[CH3:24].C(=O)([O-])[O-].[Cs+].[Cs+].O1CCCC1. (4) Given the product [CH2:13]([N:10]1[C:9](=[O:12])[C:8]2[N:7]=[CH:6][CH:5]=[CH:4][C:3]=2[C:2]([Br:1])=[CH:11]1)[C:14]1[CH:19]=[CH:18][CH:17]=[CH:16][CH:15]=1, predict the reactants needed to synthesize it. The reactants are: [Br:1][C:2]1[C:3]2[CH:4]=[CH:5][CH:6]=[N:7][C:8]=2[C:9](=[O:12])[NH:10][CH:11]=1.[CH2:13](Br)[C:14]1[CH:19]=[CH:18][CH:17]=[CH:16][CH:15]=1.C([O-])([O-])=O.[Cs+].[Cs+].